This data is from Forward reaction prediction with 1.9M reactions from USPTO patents (1976-2016). The task is: Predict the product of the given reaction. Given the reactants ClC(Cl)(O[C:5](=[O:11])OC(Cl)(Cl)Cl)Cl.[CH3:13][C:14]1[CH:19]=[C:18]([C:20]2[CH:21]=[CH:22][C:23]3[N:29]4[CH2:30][C@H:26]([CH2:27][CH2:28]4)[NH:25][C:24]=3[N:31]=2)[CH:17]=[CH:16][N:15]=1.C(N(CC)CC)C.Cl.[NH:40]1[CH:44]=[C:43]([NH2:45])[N:42]=[N:41]1, predict the reaction product. The product is: [CH3:13][C:14]1[CH:19]=[C:18]([C:20]2[CH:21]=[CH:22][C:23]3[N:29]4[CH2:30][C@H:26]([CH2:27][CH2:28]4)[N:25]([C:5]([NH:45][C:43]4[N:42]=[N:41][NH:40][CH:44]=4)=[O:11])[C:24]=3[N:31]=2)[CH:17]=[CH:16][N:15]=1.